Dataset: Forward reaction prediction with 1.9M reactions from USPTO patents (1976-2016). Task: Predict the product of the given reaction. (1) Given the reactants [F:1][C:2]1[CH:10]=[C:9]2[C:5]([CH:6]=[CH:7][NH:8]2)=[C:4]([C:11]2[N:12]=[C:13]([N:30]3[CH2:35][CH2:34][O:33][CH2:32][CH2:31]3)[C:14]3[S:19][C:18]([CH2:20][N:21]4[CH2:26]CN5CCC[C@H]5[CH2:22]4)=[CH:17][C:15]=3[N:16]=2)[CH:3]=1.C(OC([N:43]1[CH2:50][CH:49]2[CH:45](CNC2)[CH2:44]1)=O)(C)(C)C.C(O)(C(F)(F)F)=O.C(Cl)Cl, predict the reaction product. The product is: [F:1][C:2]1[CH:10]=[C:9]2[C:5]([CH:6]=[CH:7][NH:8]2)=[C:4]([C:11]2[N:12]=[C:13]([N:30]3[CH2:35][CH2:34][O:33][CH2:32][CH2:31]3)[C:14]3[S:19][C:18]([CH2:20][N:21]4[CH2:22][CH:49]5[CH:45]([CH2:44][NH:43][CH2:50]5)[CH2:26]4)=[CH:17][C:15]=3[N:16]=2)[CH:3]=1. (2) Given the reactants [F:1][C:2]1[C:7]([F:8])=[C:6]([O:9][CH2:10][CH3:11])[CH:5]=[C:4]([CH3:12])[C:3]=1[CH:13]=[CH:14][CH:15]1[CH2:20][CH2:19][CH:18]([CH2:21][CH2:22][CH3:23])[CH2:17][CH2:16]1.[H][H], predict the reaction product. The product is: [F:1][C:2]1[C:7]([F:8])=[C:6]([O:9][CH2:10][CH3:11])[CH:5]=[C:4]([CH3:12])[C:3]=1[CH2:13][CH2:14][CH:15]1[CH2:20][CH2:19][CH:18]([CH2:21][CH2:22][CH3:23])[CH2:17][CH2:16]1. (3) The product is: [ClH:15].[ClH:15].[N:8]1([CH2:6][C:17]([N:21]([CH3:22])[CH3:20])=[O:18])[CH2:14][CH2:13][CH2:12][NH:11][CH2:10][CH2:9]1. Given the reactants C(O[C:6]([N:8]1[CH2:14][CH2:13][CH2:12][NH:11][CH2:10][CH2:9]1)=O)(C)(C)C.[Cl:15]C[C:17](Cl)=[O:18].[CH3:20][NH:21][CH3:22], predict the reaction product. (4) Given the reactants [S:1]1[CH:5]=[CH:4][CH:3]=[C:2]1[C:6]([C:8]1[N:9](C(C2SC=CC=2)=O)[S:10][NH:11][CH:12]=1)=O.[C:20]1(C)C=[CH:24][CH:23]=[CH:22][CH:21]=1.COC1C=CC(P2(SP(C3C=CC(OC)=CC=3)(=S)S2)=[S:36])=CC=1.[CH2:49]([CH:51]([CH2:69][CH2:70][CH2:71][CH3:72])[CH2:52][O:53][C:54](=[O:68])[C:55]#[C:56][C:57]([O:59][CH2:60][CH:61]([CH2:66][CH3:67])[CH2:62][CH2:63][CH2:64][CH3:65])=[O:58])[CH3:50], predict the reaction product. The product is: [CH2:49]([CH:51]([CH2:69][CH2:70][CH2:71][CH3:72])[CH2:52][O:53][C:54]([C:55]1[C:56]([C:57]([O:59][CH2:60][CH:61]([CH2:66][CH3:67])[CH2:62][CH2:63][CH2:64][CH3:65])=[O:58])=[C:20]([C:21]2[S:36][CH:24]=[CH:23][CH:22]=2)[C:12]2=[N:11][S:10][N:9]=[C:8]2[C:6]=1[C:2]1[S:1][CH:5]=[CH:4][CH:3]=1)=[O:68])[CH3:50]. (5) Given the reactants [F:1][C:2]1[CH:9]=[C:8]([F:10])[CH:7]=[C:6]([F:11])[C:3]=1[CH2:4][NH2:5].C(N1C=CN=C1)([N:14]1C=CN=C1)=O.C(N(CC)CC)C.FC1C=C(OC)C=C(F)C=1CN1[C:40]2[N:41]=[CH:42][CH:43]=[CH:44][C:39]=2[S:38](=[O:46])(=[O:45])[N:37]([C:47]2[CH:52]=[CH:51][C:50]([O:53][CH3:54])=[C:49]([O:55][CH3:56])C=2)[C:36]1=[O:57], predict the reaction product. The product is: [CH3:54][O:53][C:50]1[CH:51]=[CH:52][C:47]([N:37]2[C:36](=[O:57])[N:5]([CH2:4][C:3]3[C:2]([F:1])=[CH:9][C:8]([F:10])=[CH:7][C:6]=3[F:11])[C:40]3[N:41]=[CH:42][CH:43]=[CH:44][C:39]=3[S:38]2(=[O:46])=[O:45])=[N:14][C:49]=1[O:55][CH3:56]. (6) Given the reactants [Br:1][C:2]1[CH:3]=[C:4]2[C:9](=[C:10]([F:12])[CH:11]=1)[N:8]=[C:7](Cl)[N:6]=[CH:5]2.[NH2:14][C:15]1[CH:16]=[C:17]([NH:25][C:26](=[O:28])[CH3:27])[CH:18]=[C:19]([CH2:21][N:22]([CH3:24])[CH3:23])[CH:20]=1.Cl.O1CCOCC1, predict the reaction product. The product is: [Br:1][C:2]1[CH:3]=[C:4]2[C:9](=[C:10]([F:12])[CH:11]=1)[N:8]=[C:7]([NH:14][C:15]1[CH:16]=[C:17]([NH:25][C:26](=[O:28])[CH3:27])[CH:18]=[C:19]([CH2:21][N:22]([CH3:24])[CH3:23])[CH:20]=1)[N:6]=[CH:5]2. (7) Given the reactants [NH2:1][C:2]1[CH:7]=[CH:6][CH:5]=[CH:4][C:3]=1[NH:8][S:9]([C:12]1[S:16][C:15]2[CH:17]=[CH:18][CH:19]=[CH:20][C:14]=2[CH:13]=1)(=[O:11])=[O:10].CS([C:25]1[CH:26]=[CH:27][C:28]([O:35][CH3:36])=[C:29]([S:31](Cl)(=[O:33])=[O:32])[CH:30]=1)(=O)=O, predict the reaction product. The product is: [CH3:12][S:9]([C:26]1[CH:25]=[CH:30][C:29]([S:31]([NH:1][C:2]2[CH:7]=[CH:6][CH:5]=[CH:4][C:3]=2[NH:8][S:9]([C:12]2[S:16][C:15]3[CH:17]=[CH:18][CH:19]=[CH:20][C:14]=3[CH:13]=2)(=[O:11])=[O:10])(=[O:32])=[O:33])=[C:28]([O:35][CH3:36])[CH:27]=1)(=[O:11])=[O:10].